Dataset: Reaction yield outcomes from USPTO patents with 853,638 reactions. Task: Predict the reaction yield, written as a fraction of the theoretical maximum amount of product (1.0 means a 100% yield; for example, 0.34 means a 34% yield). (1) The reactants are [NH2:1][C:2]1[N:10]=[C:9]([F:11])[N:8]=[C:7]2[C:3]=1[N:4]=[C:5]([CH2:16][C:17]1[C:25]([I:26])=[CH:24][C:20]3[O:21][CH2:22][O:23][C:19]=3[CH:18]=1)[N:6]2[CH2:12][CH2:13][CH2:14][OH:15].C([O-])([O-])=O.[Ca+2].[S:32](Cl)(=[O:35])(=[O:34])[NH2:33]. The catalyst is CN(C=O)C. The product is [NH2:1][C:2]1[N:10]=[C:9]([F:11])[N:8]=[C:7]2[C:3]=1[N:4]=[C:5]([CH2:16][C:17]1[C:25]([I:26])=[CH:24][C:20]3[O:21][CH2:22][O:23][C:19]=3[CH:18]=1)[N:6]2[CH2:12][CH2:13][CH2:14][O:15][S:32](=[O:35])(=[O:34])[NH2:33]. The yield is 0.100. (2) The reactants are Cl.[F:2][C:3]1[CH:17]=[CH:16][C:6]2[C:7]([CH:10]3[CH2:15][CH2:14][NH:13][CH2:12][CH2:11]3)=[N:8][O:9][C:5]=2[CH:4]=1.Cl[CH2:19][CH2:20][C:21]1[C:26](=[O:27])[N:25]2[CH2:28][CH2:29][CH2:30][CH:31]([OH:32])[C:24]2=[N:23][C:22]=1[CH3:33].C(=O)([O-])[O-].[Na+].[Na+]. The catalyst is CO. The product is [CH3:33][C:22]1[N:23]=[C:24]2[N:25]([CH2:28][CH2:29][CH2:30][CH:31]2[OH:32])[C:26](=[O:27])[C:21]=1[CH2:20][CH2:19][N:13]1[CH2:12][CH2:11][CH:10]([C:7]2[C:6]3[CH:16]=[CH:17][C:3]([F:2])=[CH:4][C:5]=3[O:9][N:8]=2)[CH2:15][CH2:14]1. The yield is 0.610. (3) The reactants are [Cl:1][C:2]1[CH:3]=[CH:4][C:5]([O:24][CH3:25])=[C:6]([CH:8]2[CH2:13][CH2:12][N:11](C(OCC3C=CC=CC=3)=O)[CH2:10][CH2:9]2)[CH:7]=1. The catalyst is Cl. The product is [Cl:1][C:2]1[CH:3]=[CH:4][C:5]([O:24][CH3:25])=[C:6]([CH:8]2[CH2:13][CH2:12][NH:11][CH2:10][CH2:9]2)[CH:7]=1. The yield is 0.890. (4) The reactants are [NH:1]1[C:9]2[C:4](=[CH:5][C:6]([C:10]3[C:11]([C:28]([O:30][CH2:31][CH3:32])=[O:29])=[C:12]4[C:21]5[C:16](=[CH:17][C:18]([O:24][CH3:25])=[C:19]([O:22][CH3:23])[CH:20]=5)[CH2:15][CH2:14][N:13]4[C:26]=3[CH3:27])=[CH:7][CH:8]=2)[CH2:3][CH2:2]1.C(N(C(C)C)CC)(C)C.[C:42](Cl)(=[O:44])[CH3:43]. The catalyst is ClCCl. The product is [C:42]([N:1]1[C:9]2[C:4](=[CH:5][C:6]([C:10]3[C:11]([C:28]([O:30][CH2:31][CH3:32])=[O:29])=[C:12]4[C:21]5[C:16](=[CH:17][C:18]([O:24][CH3:25])=[C:19]([O:22][CH3:23])[CH:20]=5)[CH2:15][CH2:14][N:13]4[C:26]=3[CH3:27])=[CH:7][CH:8]=2)[CH2:3][CH2:2]1)(=[O:44])[CH3:43]. The yield is 0.610. (5) The reactants are [F:1][C:2]1[CH:7]=[CH:6][C:5]([C:8]2[O:9][C:10]3[CH:21]=[C:20]([N:22]([CH3:27])[S:23]([CH3:26])(=[O:25])=[O:24])[C:19]([C:28]4[CH:33]=[CH:32][CH:31]=[CH:30][CH:29]=4)=[CH:18][C:11]=3[C:12]=2[C:13]([O:15]CC)=[O:14])=[CH:4][CH:3]=1.[Li+].[OH-]. The catalyst is C1COCC1.O. The product is [F:1][C:2]1[CH:3]=[CH:4][C:5]([C:8]2[O:9][C:10]3[CH:21]=[C:20]([N:22]([CH3:27])[S:23]([CH3:26])(=[O:24])=[O:25])[C:19]([C:28]4[CH:29]=[CH:30][CH:31]=[CH:32][CH:33]=4)=[CH:18][C:11]=3[C:12]=2[C:13]([OH:15])=[O:14])=[CH:6][CH:7]=1. The yield is 0.670. (6) The reactants are [CH3:1][C:2]1[NH:6][C:5]2[C:7]([C:17]([O:19][CH3:20])=[O:18])=[CH:8][C:9]([N:11]3[CH2:16][CH2:15][O:14][CH2:13][CH2:12]3)=[CH:10][C:4]=2[N:3]=1.Br[CH2:22][C:23]1[CH:28]=[CH:27][CH:26]=[C:25]([C:29]([F:32])([F:31])[F:30])[C:24]=1[CH3:33].C([O-])([O-])=O.[K+].[K+].O. The catalyst is CN(C=O)C.CO. The product is [CH3:1][C:2]1[N:3]([CH2:22][C:23]2[CH:28]=[CH:27][CH:26]=[C:25]([C:29]([F:30])([F:31])[F:32])[C:24]=2[CH3:33])[C:4]2[CH:10]=[C:9]([N:11]3[CH2:12][CH2:13][O:14][CH2:15][CH2:16]3)[CH:8]=[C:7]([C:17]([O:19][CH3:20])=[O:18])[C:5]=2[N:6]=1. The yield is 0.290. (7) The reactants are [Cl:1][C:2]1[N:7]=[C:6]([NH:8][CH2:9][C:10]2[CH:11]=[C:12]([NH:16][C:17](=[O:27])[C:18]3[CH:23]=[CH:22][CH:21]=[C:20]([N+:24]([O-])=O)[CH:19]=3)[CH:13]=[CH:14][CH:15]=2)[C:5]([Cl:28])=[CH:4][N:3]=1.CO.C(O)(=O)C.C([O-])(O)=O.[Na+]. The catalyst is [Fe].CCOC(C)=O.O. The product is [NH2:24][C:20]1[CH:19]=[C:18]([CH:23]=[CH:22][CH:21]=1)[C:17]([NH:16][C:12]1[CH:13]=[CH:14][CH:15]=[C:10]([CH2:9][NH:8][C:6]2[C:5]([Cl:28])=[CH:4][N:3]=[C:2]([Cl:1])[N:7]=2)[CH:11]=1)=[O:27]. The yield is 0.970. (8) The reactants are [Cl-].[Cl-].[NH3+:3][CH2:4][C:5]([C:7]1[CH:12]=[CH:11][NH+:10]=[CH:9][CH:8]=1)=[O:6].CO[C:15]1([C:22](OC)=O)[CH2:19][CH2:18][CH:17]([O:20][CH3:21])[O:16]1.C([O-])(=O)C.[Na+].C([O-])(O)=O.[Na+]. The catalyst is C(O)(=O)C.C(Cl)Cl. The product is [O:6]=[C:5]([C:7]1[CH:12]=[CH:11][N:10]=[CH:9][CH:8]=1)[CH2:4][N:3]1[CH:22]=[CH:15][CH:19]=[C:18]1[C:17]([O:20][CH3:21])=[O:16]. The yield is 0.110.